Dataset: Reaction yield outcomes from USPTO patents with 853,638 reactions. Task: Predict the reaction yield, written as a fraction of the theoretical maximum amount of product (1.0 means a 100% yield; for example, 0.34 means a 34% yield). (1) The reactants are C([N:8]1[CH2:11][CH:10]([O:12][C:13]2[N:18]=[CH:17][N:16]=[C:15]3[N:19]([C:22]4[CH:27]=[CH:26][C:25]([S:28]([CH3:31])(=[O:30])=[O:29])=[CH:24][CH:23]=4)[N:20]=[CH:21][C:14]=23)[CH2:9]1)C1C=CC=CC=1.[H][H]. The catalyst is C(OCC)(=O)C.CO.[Pd]. The product is [NH:8]1[CH2:9][CH:10]([O:12][C:13]2[N:18]=[CH:17][N:16]=[C:15]3[N:19]([C:22]4[CH:23]=[CH:24][C:25]([S:28]([CH3:31])(=[O:30])=[O:29])=[CH:26][CH:27]=4)[N:20]=[CH:21][C:14]=23)[CH2:11]1. The yield is 0.0500. (2) The reactants are C1C=CC(P(C2C(C3C(P(C4C=CC=CC=4)C4C=CC=CC=4)=CC=C4C=3C=CC=C4)=C3C(C=CC=C3)=CC=2)C2C=CC=CC=2)=CC=1.[C:47]1([NH2:53])[CH:52]=[CH:51][CH:50]=[CH:49][CH:48]=1.Br[C:55]1[CH:63]=[CH:62][C:58]([C:59]([OH:61])=[O:60])=[CH:57][CH:56]=1.C([O-])([O-])=O.[Cs+].[Cs+]. The catalyst is C1(C)C=CC=CC=1.CC([O-])=O.CC([O-])=O.[Pd+2].CCCCCC. The product is [C:47]1([NH:53][C:55]2[CH:63]=[CH:62][C:58]([C:59]([OH:61])=[O:60])=[CH:57][CH:56]=2)[CH:52]=[CH:51][CH:50]=[CH:49][CH:48]=1. The yield is 0.430. (3) The reactants are C([Si](C1C=CC=CC=1)(C1C=CC=CC=1)[O:6][CH2:7][CH2:8][CH:9]1[C:15]2[CH:16]=[CH:17][C:18]([O:20][C:21](=[O:25])[N:22]([CH3:24])[CH3:23])=[CH:19][C:14]=2[CH:13]=[CH:12][CH2:11][N:10]1[C:26]([O:28][C:29]([CH3:32])([CH3:31])[CH3:30])=[O:27])(C)(C)C. The catalyst is CO.[C].[Pd]. The product is [CH3:24][N:22]([CH3:23])[C:21]([O:20][C:18]1[CH:17]=[CH:16][C:15]2[CH:9]([CH2:8][CH2:7][OH:6])[N:10]([C:26]([O:28][C:29]([CH3:31])([CH3:32])[CH3:30])=[O:27])[CH2:11][CH2:12][CH2:13][C:14]=2[CH:19]=1)=[O:25]. The yield is 0.910. (4) The reactants are [C:1]([Si:5]([CH3:21])([CH3:20])[O:6][CH:7]([CH3:19])[CH2:8][N:9]1[C:17]2[C:12](=[CH:13][CH:14]=[C:15]([OH:18])[CH:16]=2)[CH:11]=[N:10]1)([CH3:4])([CH3:3])[CH3:2].[Br:22]N1C(=O)CCC1=O.S(=O)(O)[O-].[Na+]. The product is [Br:22][C:16]1[C:15]([OH:18])=[CH:14][CH:13]=[C:12]2[C:17]=1[N:9]([CH2:8][CH:7]([O:6][Si:5]([C:1]([CH3:3])([CH3:4])[CH3:2])([CH3:21])[CH3:20])[CH3:19])[N:10]=[CH:11]2. The yield is 0.660. The catalyst is C1COCC1. (5) The reactants are [CH2:1]([N:3]1[CH:7]=[C:6]([C:8]2[CH:13]=[CH:12][N:11]=[C:10]3[NH:14][C:15]([C:17]4[CH:22]=[CH:21][C:20]([CH2:23][N:24]5[CH2:29][CH2:28][O:27][CH2:26][CH2:25]5)=[CH:19][CH:18]=4)=[CH:16][C:9]=23)[C:5]([C:30]2[CH:35]=[CH:34][C:33]([NH2:36])=[CH:32][CH:31]=2)=[N:4]1)[CH3:2].C(N(C(C)C)CC)(C)C.FC1C([CH:53]([C:57]([O-])=[O:58])[N:54]([CH3:56])[CH3:55])=C(F)C(F)=C(F)C=1F. The yield is 0.570. The product is [CH2:1]([N:3]1[CH:7]=[C:6]([C:8]2[CH:13]=[CH:12][N:11]=[C:10]3[NH:14][C:15]([C:17]4[CH:22]=[CH:21][C:20]([CH2:23][N:24]5[CH2:29][CH2:28][O:27][CH2:26][CH2:25]5)=[CH:19][CH:18]=4)=[CH:16][C:9]=23)[C:5]([C:30]2[CH:35]=[CH:34][C:33]([NH:36][C:57](=[O:58])[CH2:53][N:54]([CH3:56])[CH3:55])=[CH:32][CH:31]=2)=[N:4]1)[CH3:2]. The catalyst is CN(C)C=O. (6) The yield is 0.770. The reactants are [CH3:1][O:2][CH2:3][CH2:4][N:5]1[C:9]([C:10]([OH:12])=O)=[CH:8][C:7]([CH3:13])=[N:6]1.O1CCCC1.C(Cl)(=O)C(Cl)=O.[NH2:25][C:26]1[CH:27]=[C:28]([CH:45]=[CH:46][C:47]=1[F:48])[O:29][C:30]1[CH:31]=[CH:32][C:33]2[N:34]([CH:36]=[C:37]([NH:39][C:40]([CH:42]3[CH2:44][CH2:43]3)=[O:41])[N:38]=2)[N:35]=1. The product is [CH:42]1([C:40]([NH:39][C:37]2[N:38]=[C:33]3[CH:32]=[CH:31][C:30]([O:29][C:28]4[CH:45]=[CH:46][C:47]([F:48])=[C:26]([NH:25][C:10]([C:9]5[N:5]([CH2:4][CH2:3][O:2][CH3:1])[N:6]=[C:7]([CH3:13])[CH:8]=5)=[O:12])[CH:27]=4)=[N:35][N:34]3[CH:36]=2)=[O:41])[CH2:43][CH2:44]1. The catalyst is CN(C)C=O.CN(C)C(=O)C. (7) The reactants are [C:1]([CH2:3][C:4]([O:6][CH2:7][CH3:8])=[O:5])#[N:2].[C:9](OCC)(OCC)([O:11][CH2:12][CH3:13])[CH3:10]. The catalyst is CC(OC(C)=O)=O. The product is [CH2:7]([O:6][C:4](=[O:5])[C:3]([C:1]#[N:2])=[C:9]([O:11][CH2:12][CH3:13])[CH3:10])[CH3:8]. The yield is 0.200. (8) The reactants are C[O:2][C:3]1[CH:4]=[CH:5][C:6]2[N:10]=[C:9]([C:11]([OH:13])=[O:12])[NH:8][C:7]=2[CH:14]=1. The catalyst is Br. The product is [OH:2][C:3]1[CH:4]=[CH:5][C:6]2[N:10]=[C:9]([C:11]([OH:13])=[O:12])[NH:8][C:7]=2[CH:14]=1. The yield is 0.762. (9) The reactants are [Cl:1][C:2]1[CH:7]=[C:6]([C:8]([CH3:26])([C:10](=O)[CH2:11][NH:12][C:13]([NH:15][C:16]2[CH:21]=[CH:20][C:19]([F:22])=[C:18]([O:23][CH3:24])[CH:17]=2)=[S:14])[CH3:9])[CH:5]=[CH:4][C:3]=1[S:27]([NH2:30])(=[O:29])=[O:28]. The catalyst is CC(O)=O. The product is [Cl:1][C:2]1[CH:7]=[C:6]([C:8]([C:10]2[N:15]([C:16]3[CH:21]=[CH:20][C:19]([F:22])=[C:18]([O:23][CH3:24])[CH:17]=3)[C:13]([SH:14])=[N:12][CH:11]=2)([CH3:26])[CH3:9])[CH:5]=[CH:4][C:3]=1[S:27]([NH2:30])(=[O:29])=[O:28]. The yield is 0.820.